Dataset: Reaction yield outcomes from USPTO patents with 853,638 reactions. Task: Predict the reaction yield, written as a fraction of the theoretical maximum amount of product (1.0 means a 100% yield; for example, 0.34 means a 34% yield). The reactants are O.[CH3:2][O:3][C:4]1[CH:9]=[CH:8][N+:7]([O-])=[CH:6][CH:5]=1.C[Si]([C:15]#[N:16])(C)C.CN(C)C(Cl)=O.C(=O)([O-])[O-].[K+].[K+]. The catalyst is ClCCl.C(OCC)(=O)C. The product is [CH3:2][O:3][C:4]1[CH:9]=[CH:8][N:7]=[C:6]([C:15]#[N:16])[CH:5]=1. The yield is 0.600.